Dataset: Reaction yield outcomes from USPTO patents with 853,638 reactions. Task: Predict the reaction yield, written as a fraction of the theoretical maximum amount of product (1.0 means a 100% yield; for example, 0.34 means a 34% yield). (1) The reactants are [CH2:1]([O:8][C:9]1[CH:10]=[CH:11][C:12]([C:20](=[O:23])[CH2:21][Br:22])=[C:13]2[C:18]=1[NH:17][C:16](=[O:19])[CH:15]=[CH:14]2)[C:2]1[CH:7]=[CH:6][CH:5]=[CH:4][CH:3]=1.O1CCCC1.B.CO. The catalyst is C1(C)C=CC=CC=1. The product is [CH2:1]([O:8][C:9]1[CH:10]=[CH:11][C:12]([C@@H:20]([OH:23])[CH2:21][Br:22])=[C:13]2[C:18]=1[NH:17][C:16](=[O:19])[CH:15]=[CH:14]2)[C:2]1[CH:3]=[CH:4][CH:5]=[CH:6][CH:7]=1. The yield is 0.810. (2) The yield is 0.130. The reactants are Cl.[NH2:2][CH2:3][C:4]1[N:5]=[CH:6][C:7]([C:11]([NH:13][CH2:14][C:15]2[S:19][C:18]([CH3:20])=[N:17][CH:16]=2)=[O:12])=[N:8][C:9]=1[CH3:10].[Cl:21][C:22]1[C:23]([CH3:31])=[C:24]([CH:28]=[CH:29][CH:30]=1)[C:25](O)=[O:26].C(N(CC)CC)C. The catalyst is ClCCl. The product is [Cl:21][C:22]1[C:23]([CH3:31])=[C:24]([CH:28]=[CH:29][CH:30]=1)[C:25]([NH:2][CH2:3][C:4]1[N:5]=[CH:6][C:7]([C:11]([NH:13][CH2:14][C:15]2[S:19][C:18]([CH3:20])=[N:17][CH:16]=2)=[O:12])=[N:8][C:9]=1[CH3:10])=[O:26].